This data is from Forward reaction prediction with 1.9M reactions from USPTO patents (1976-2016). The task is: Predict the product of the given reaction. Given the reactants [C:1]([N:8]1[CH2:11][CH:10]([OH:12])[CH2:9]1)([O:3][C:4]([CH3:7])([CH3:6])[CH3:5])=[O:2].[H-].[Na+].Cl[C:16]1[CH:21]=[CH:20][N:19]=[CH:18][C:17]=1[N+:22]([O-:24])=[O:23], predict the reaction product. The product is: [N+:22]([C:17]1[CH:18]=[N:19][CH:20]=[CH:21][C:16]=1[O:12][CH:10]1[CH2:11][N:8]([C:1]([O:3][C:4]([CH3:7])([CH3:6])[CH3:5])=[O:2])[CH2:9]1)([O-:24])=[O:23].